Dataset: Catalyst prediction with 721,799 reactions and 888 catalyst types from USPTO. Task: Predict which catalyst facilitates the given reaction. (1) Reactant: Cl[C:2](Cl)([O:4]C(=O)OC(Cl)(Cl)Cl)Cl.[C:13]([O:17][C:18](=[O:38])[NH:19][C:20]([CH3:37])([CH3:36])[CH2:21][CH2:22][NH:23][C:24]1[CH:29]=[CH:28][CH:27]=[CH:26][C:25]=1[C:30]([CH2:34][CH3:35])([OH:33])[CH2:31][CH3:32])([CH3:16])([CH3:15])[CH3:14].C(N(CC)CC)C. Product: [C:13]([O:17][C:18](=[O:38])[NH:19][C:20]([CH3:36])([CH3:37])[CH2:21][CH2:22][N:23]1[C:24]2[CH:29]=[CH:28][CH:27]=[CH:26][C:25]=2[C:30]([CH2:31][CH3:32])([CH2:34][CH3:35])[O:33][C:2]1=[O:4])([CH3:15])([CH3:14])[CH3:16]. The catalyst class is: 1. (2) Reactant: C(OC([N:8]1[C@H:13]([C:14](=[O:23])[NH:15][C:16]2[CH:21]=[CH:20][CH:19]=[C:18]([Br:22])[N:17]=2)[CH2:12][C@@H:11]2[C@H:9]1[CH2:10]2)=O)(C)(C)C.[C:24]([OH:30])([C:26]([F:29])([F:28])[F:27])=[O:25]. Product: [F:27][C:26]([F:29])([F:28])[C:24]([OH:30])=[O:25].[F:27][C:26]([F:29])([F:28])[C:24]([OH:30])=[O:25].[Br:22][C:18]1[N:17]=[C:16]([NH:15][C:14]([C@@H:13]2[CH2:12][C@@H:11]3[C@@H:9]([CH2:10]3)[NH:8]2)=[O:23])[CH:21]=[CH:20][CH:19]=1. The catalyst class is: 2. (3) Reactant: [CH3:1][S:2][C:3]1[N:8]=[C:7]([N:9]2[CH2:14][CH2:13][O:12][C:11]3[CH:15]=[N:16][C:17]([C:19]4[CH:24]=[CH:23][CH:22]=[CH:21][CH:20]=4)=[N:18][C:10]2=3)[CH:6]=[CH:5][N:4]=1.ClC1C=C(C=CC=1)C(OO)=[O:30]. Product: [CH3:1][S:2]([C:3]1[N:8]=[C:7]([N:9]2[CH2:14][CH2:13][O:12][C:11]3[CH:15]=[N:16][C:17]([C:19]4[CH:20]=[CH:21][CH:22]=[CH:23][CH:24]=4)=[N:18][C:10]2=3)[CH:6]=[CH:5][N:4]=1)=[O:30]. The catalyst class is: 2. (4) Reactant: [CH3:1][O:2][C:3](=[O:12])[C:4]1[CH:9]=[C:8]([Cl:10])[CH:7]=[CH:6][C:5]=1[NH2:11].[C:13]1([CH:23]=O)[C:22]2[C:17](=[CH:18][CH:19]=[CH:20][CH:21]=2)[CH:16]=[CH:15][CH:14]=1.C(O[BH-](OC(=O)C)OC(=O)C)(=O)C.[Na+]. Product: [CH3:1][O:2][C:3](=[O:12])[C:4]1[CH:9]=[C:8]([Cl:10])[CH:7]=[CH:6][C:5]=1[NH:11][CH2:23][C:13]1[C:22]2[C:17](=[CH:18][CH:19]=[CH:20][CH:21]=2)[CH:16]=[CH:15][CH:14]=1. The catalyst class is: 26. (5) The catalyst class is: 7. Product: [CH2:3]([O:7][C:8]1[N:13]=[CH:12][N:11]=[C:10]([CH:14]([O:21][CH2:22][O:23][CH3:24])[C:15]2[CH:16]=[CH:17][CH:18]=[CH:19][CH:20]=2)[CH:9]=1)[C:4]#[C:5][CH3:6]. Reactant: [H-].[Na+].[CH2:3]([O:7][C:8]1[N:13]=[CH:12][N:11]=[C:10]([CH:14]([OH:21])[C:15]2[CH:20]=[CH:19][CH:18]=[CH:17][CH:16]=2)[CH:9]=1)[C:4]#[C:5][CH3:6].[CH3:22][O:23][CH2:24]Cl.[Cl-].[NH4+]. (6) Reactant: [NH2:1][C:2]1[N:3]=[C:4]([Cl:27])[C:5]2[C:10]([C:11]#[C:12][CH2:13][CH2:14][OH:15])=[CH:9][N:8]([CH2:16][C:17]3[C:22]([CH3:23])=[C:21]([O:24][CH3:25])[C:20]([CH3:26])=[CH:19][N:18]=3)[C:6]=2[N:7]=1.N1C=NN=N1.C(N(C(C)C)[P:37]([O:43][C:44]([CH3:47])([CH3:46])[CH3:45])[O:38][C:39]([CH3:42])([CH3:41])[CH3:40])(C)C.OO.C([O-])(O)=[O:54].[Na+]. Product: [P:37]([O:38][C:39]([CH3:40])([CH3:41])[CH3:42])([O:43][C:44]([CH3:45])([CH3:46])[CH3:47])([O:15][CH2:14][CH2:13][C:12]#[C:11][C:10]1[C:5]2[C:4]([Cl:27])=[N:3][C:2]([NH2:1])=[N:7][C:6]=2[N:8]([CH2:16][C:17]2[C:22]([CH3:23])=[C:21]([O:24][CH3:25])[C:20]([CH3:26])=[CH:19][N:18]=2)[CH:9]=1)=[O:54]. The catalyst class is: 49. (7) Reactant: [C:1]([S:5][CH2:6][C:7]1([CH3:14])[NH:11][C:10](=[O:12])[NH:9][C:8]1=[O:13])([CH3:4])([CH3:3])[CH3:2].[OH-:15].[Ba+2].[OH-]. Product: [C:10]([NH:11][C@:7]([CH3:14])([C:8]([OH:15])=[O:13])[CH2:6][S:5][C:1]([CH3:4])([CH3:3])[CH3:2])(=[O:12])[NH2:9]. The catalyst class is: 6. (8) Reactant: [C:1]([C:4]1[C:5]([C:21](=[O:23])[CH3:22])=[C:6]([CH3:20])[N:7]([C:10]2[CH:15]=[CH:14][C:13]([O:16][CH3:17])=[CH:12][C:11]=2[O:18]C)[C:8]=1[CH3:9])(=[O:3])[CH3:2].C([S-])C.[Na+]. Product: [C:1]([C:4]1[C:5]([C:21](=[O:23])[CH3:22])=[C:6]([CH3:20])[N:7]([C:10]2[CH:15]=[CH:14][C:13]([O:16][CH3:17])=[CH:12][C:11]=2[OH:18])[C:8]=1[CH3:9])(=[O:3])[CH3:2]. The catalyst class is: 3.